This data is from Forward reaction prediction with 1.9M reactions from USPTO patents (1976-2016). The task is: Predict the product of the given reaction. (1) Given the reactants [Cl:1][C:2]1[N:3]=[N:4][C:5](Cl)=[CH:6][CH:7]=1.CO.[CH3:11][NH:12][CH3:13], predict the reaction product. The product is: [CH3:11][N:12]([C:5]1[N:4]=[N:3][C:2]([Cl:1])=[CH:7][CH:6]=1)[CH3:13]. (2) Given the reactants C([O:3][C:4](=[O:28])[CH2:5][CH:6]1[C:15]2[N:14]([CH2:16][C:17]3[CH:22]=[CH:21][C:20]([Cl:23])=[CH:19][CH:18]=3)[C:13]([C:24]([CH3:27])([CH3:26])[CH3:25])=[N:12][C:11]=2[CH2:10][CH2:9][CH2:8][CH2:7]1)C.[OH-].[Na+], predict the reaction product. The product is: [Cl:23][C:20]1[CH:19]=[CH:18][C:17]([CH2:16][N:14]2[C:15]3[CH:6]([CH2:5][C:4]([OH:28])=[O:3])[CH2:7][CH2:8][CH2:9][CH2:10][C:11]=3[N:12]=[C:13]2[C:24]([CH3:27])([CH3:26])[CH3:25])=[CH:22][CH:21]=1. (3) The product is: [F:1][C:2]1[CH:7]=[C:6]([F:8])[CH:5]=[CH:4][C:3]=1[CH2:9][CH2:10][C:11]1[N:12]([CH2:22][C:23]([N:40]([CH2:41][C:42]2[CH:47]=[CH:46][C:45]([C:48]3[CH:49]=[CH:50][C:51]([O:54][C:55]([F:57])([F:56])[F:58])=[CH:52][CH:53]=3)=[CH:44][CH:43]=2)[CH:37]2[CH2:36][CH2:35][N:34]([C:27]([CH3:26])([CH3:33])[C:28]([O:30][CH2:31][CH3:32])=[O:29])[CH2:39][CH2:38]2)=[O:24])[C:13]2[C:18]([C:19](=[O:21])[N:20]=1)=[CH:17][CH:16]=[CH:15][CH:14]=2. Given the reactants [F:1][C:2]1[CH:7]=[C:6]([F:8])[CH:5]=[CH:4][C:3]=1[CH2:9][CH2:10][C:11]1[N:12]([CH2:22][C:23](O)=[O:24])[C:13]2[C:18]([C:19](=[O:21])[N:20]=1)=[CH:17][CH:16]=[CH:15][CH:14]=2.[CH3:26][C:27]([N:34]1[CH2:39][CH2:38][CH:37]([NH:40][CH2:41][C:42]2[CH:47]=[CH:46][C:45]([C:48]3[CH:53]=[CH:52][C:51]([O:54][C:55]([F:58])([F:57])[F:56])=[CH:50][CH:49]=3)=[CH:44][CH:43]=2)[CH2:36][CH2:35]1)([CH3:33])[C:28]([O:30][CH2:31][CH3:32])=[O:29].CCN(C(C)C)C(C)C.CN(C(ON1N=NC2C=CC=NC1=2)=[N+](C)C)C.F[P-](F)(F)(F)(F)F, predict the reaction product. (4) Given the reactants S(Cl)([Cl:3])=O.[CH3:5][N:6]1[C:10]([C:11](O)=[O:12])=[CH:9][C:8]([CH3:14])=[N:7]1, predict the reaction product. The product is: [CH3:5][N:6]1[C:10]([C:11]([Cl:3])=[O:12])=[CH:9][C:8]([CH3:14])=[N:7]1.